Binary Classification. Given a drug SMILES string, predict its activity (active/inactive) in a high-throughput screening assay against a specified biological target. From a dataset of M1 muscarinic receptor agonist screen with 61,833 compounds. The drug is N1(CCN(CC1)Cc1ccccc1)CCCNc1nn2c(nnc2c2ccccc2)cc1. The result is 0 (inactive).